This data is from Reaction yield outcomes from USPTO patents with 853,638 reactions. The task is: Predict the reaction yield, written as a fraction of the theoretical maximum amount of product (1.0 means a 100% yield; for example, 0.34 means a 34% yield). The reactants are [OH:1][CH2:2][C@H:3]1[CH2:5][C@@:4]1([C:8]1[CH:13]=[CH:12][CH:11]=[CH:10][N:9]=1)[C:6]#[N:7].N1C=CN=C1.[C:19]([Si:23](Cl)([CH3:25])[CH3:24])([CH3:22])([CH3:21])[CH3:20]. The product is [Si:23]([O:1][CH2:2][C@H:3]1[CH2:5][C@@:4]1([C:8]1[CH:13]=[CH:12][CH:11]=[CH:10][N:9]=1)[C:6]#[N:7])([C:19]([CH3:22])([CH3:21])[CH3:20])([CH3:25])[CH3:24]. The catalyst is C(Cl)Cl. The yield is 0.910.